From a dataset of Reaction yield outcomes from USPTO patents with 853,638 reactions. Predict the reaction yield, written as a fraction of the theoretical maximum amount of product (1.0 means a 100% yield; for example, 0.34 means a 34% yield). (1) The reactants are C(P(CCCC)CCCC)CCC.[F:14][C:15]([F:30])([F:29])[C:16]1[CH:17]=[C:18]([CH2:26][CH2:27]O)[CH:19]=[C:20]([C:22]([F:25])([F:24])[F:23])[CH:21]=1.[S:31]1[C:35]2[CH:36]=[CH:37][CH:38]=[CH:39][C:34]=2[N:33]=[C:32]1[S:40][S:40][C:32]1[S:31][C:35]2[CH:36]=[CH:37][CH:38]=[CH:39][C:34]=2[N:33]=1. The catalyst is O1CCCC1. The product is [F:14][C:15]([F:30])([F:29])[C:16]1[CH:17]=[C:18]([CH2:26][CH2:27][S:40][C:32]2[S:31][C:35]3[CH:36]=[CH:37][CH:38]=[CH:39][C:34]=3[N:33]=2)[CH:19]=[C:20]([C:22]([F:25])([F:24])[F:23])[CH:21]=1. The yield is 0.750. (2) The reactants are I[C:2]1[CH:3]=[C:4]([CH:8]=[C:9]([N+:11]([O-:13])=[O:12])[CH:10]=1)[C:5]([OH:7])=[O:6].B(O)(O)[C:15]1[CH:16]=[CH:17][C:18]([CH3:21])=[CH:19][CH:20]=1.C([O-])([O-])=O.[Cs+].[Cs+].[OH-].[Na+]. The catalyst is C1(C)C=CC=CC=1.C(O)C.O.C1C=CC([P]([Pd]([P](C2C=CC=CC=2)(C2C=CC=CC=2)C2C=CC=CC=2)([P](C2C=CC=CC=2)(C2C=CC=CC=2)C2C=CC=CC=2)[P](C2C=CC=CC=2)(C2C=CC=CC=2)C2C=CC=CC=2)(C2C=CC=CC=2)C2C=CC=CC=2)=CC=1. The product is [CH3:21][C:18]1[CH:19]=[CH:20][C:15]([C:2]2[CH:10]=[C:9]([N+:11]([O-:13])=[O:12])[CH:8]=[C:4]([C:5]([OH:7])=[O:6])[CH:3]=2)=[CH:16][CH:17]=1. The yield is 0.972. (3) The product is [CH2:14]([O:16][C:17](=[O:24])[C:18]([C:19]1[NH:5][C:9](=[O:11])[C:8]([C:6]#[N:7])=[C:32]([C:31]2[CH:34]=[CH:35][C:28]([N+:25]([O-:27])=[O:26])=[CH:29][CH:30]=2)[CH:20]=1)([CH3:23])[CH3:22])[CH3:15]. No catalyst specified. The reactants are C([O-])(=O)C.[NH4+:5].[C:6]([CH2:8][C:9]([O:11]CC)=O)#[N:7].[CH2:14]([O:16][C:17](=[O:24])[C:18]([CH3:23])([CH3:22])[C:19](=O)[CH3:20])[CH3:15].[N+:25]([C:28]1[CH:35]=[CH:34][C:31]([CH:32]=O)=[CH:30][CH:29]=1)([O-:27])=[O:26]. The yield is 0.110. (4) The reactants are C([O:8][C@@H:9]([CH3:12])[CH2:10][OH:11])C1C=CC=CC=1.[Cl:13][C:14]1[CH:38]=[N:37][C:17]2[NH:18][C:19]3[C:24](Cl)=[N:23][CH:22]=[C:21]([C:26]4[CH:31]=[CH:30][CH:29]=[C:28]([S:32]([CH2:35][CH3:36])(=[O:34])=[O:33])[CH:27]=4)[C:20]=3[C:16]=2[CH:15]=1. The catalyst is CO.[Pd]. The product is [Cl:13][C:14]1[CH:38]=[N:37][C:17]2[NH:18][C:19]3[C:24]([O:11][CH2:10][C@H:9]([OH:8])[CH3:12])=[N:23][CH:22]=[C:21]([C:26]4[CH:31]=[CH:30][CH:29]=[C:28]([S:32]([CH2:35][CH3:36])(=[O:34])=[O:33])[CH:27]=4)[C:20]=3[C:16]=2[CH:15]=1. The yield is 0.150. (5) The catalyst is C1COCC1. The yield is 0.370. The product is [C:7]1([C:13]2[N:14]=[C:15]([C:18]3([CH2:24][NH2:25])[CH2:19][CH2:20][O:21][CH2:22][CH2:23]3)[S:16][CH:17]=2)[CH:8]=[CH:9][CH:10]=[CH:11][CH:12]=1. The reactants are [H-].[H-].[H-].[H-].[Li+].[Al+3].[C:7]1([C:13]2[N:14]=[C:15]([C:18]3([C:24]#[N:25])[CH2:23][CH2:22][O:21][CH2:20][CH2:19]3)[S:16][CH:17]=2)[CH:12]=[CH:11][CH:10]=[CH:9][CH:8]=1. (6) The reactants are [CH2:1]1[C:9]2[C:4](=[CH:5][CH:6]=[CH:7][CH:8]=2)[CH2:3][CH:2]1[C:10]([OH:12])=[O:11].OS(O)(=O)=O.[CH3:18]O. No catalyst specified. The product is [CH3:18][O:11][C:10]([CH:2]1[CH2:1][C:9]2[C:4](=[CH:5][CH:6]=[CH:7][CH:8]=2)[CH2:3]1)=[O:12]. The yield is 0.950. (7) The reactants are C([Cl:4])(=O)C.[OH:5][C@H:6]1[CH2:12][CH2:11][CH2:10][CH2:9][C@@H:8]([NH:13]C(=O)OC(C)(C)C)[CH2:7]1. The catalyst is CO. The product is [ClH:4].[NH2:13][C@@H:8]1[CH2:9][CH2:10][CH2:11][CH2:12][C@H:6]([OH:5])[CH2:7]1. The yield is 0.950. (8) The reactants are [CH3:1][C:2]1[N:3]=[C:4]([NH:11][C:12](=[S:20])OC2C=CC=CC=2)[C:5]([O:9][CH3:10])=[N:6][C:7]=1[CH3:8].[CH2:21]([C:23]1[CH:28]=[CH:27][CH:26]=[CH:25][C:24]=1[N:29]1[CH2:34][CH2:33][NH:32][CH2:31][CH2:30]1)[CH3:22]. No catalyst specified. The product is [CH3:1][C:2]1[N:3]=[C:4]([NH:11][C:12]([N:32]2[CH2:33][CH2:34][N:29]([C:24]3[CH:25]=[CH:26][CH:27]=[CH:28][C:23]=3[CH2:21][CH3:22])[CH2:30][CH2:31]2)=[S:20])[C:5]([O:9][CH3:10])=[N:6][C:7]=1[CH3:8]. The yield is 0.640. (9) The reactants are [CH2:1]([N:4]1[C:12]2[N:11]=[CH:10][NH:9][C:8]=2[C:7](=[O:13])[NH:6][C:5]1=[O:14])[CH2:2][CH3:3].[Cl:15]N1C(=O)CCC1=O. The catalyst is CN(C=O)C. The product is [Cl:15][C:10]1[NH:9][C:8]2[C:7](=[O:13])[NH:6][C:5](=[O:14])[N:4]([CH2:1][CH2:2][CH3:3])[C:12]=2[N:11]=1. The yield is 0.420. (10) No catalyst specified. The yield is 0.920. The product is [Br:1][C:2]1[CH:7]=[CH:6][C:5]([C:8](=[O:20])[C:9](=[O:14])[C:10]([F:13])([F:12])[F:11])=[CH:4][CH:3]=1. The reactants are [Br:1][C:2]1[CH:7]=[CH:6][C:5]([C:8](=NN(C)C)[C:9](=[O:14])[C:10]([F:13])([F:12])[F:11])=[CH:4][CH:3]=1.S(=O)(=O)(O)[OH:20].